This data is from Experimentally validated miRNA-target interactions with 360,000+ pairs, plus equal number of negative samples. The task is: Binary Classification. Given a miRNA mature sequence and a target amino acid sequence, predict their likelihood of interaction. The miRNA is rno-miR-24-3p with sequence UGGCUCAGUUCAGCAGGAACAG. The protein sequence of the target gene is MRRFVYCKVVLATSLMWVLVDVFLLLYFSECNKCDDKKERSLLPALRAVISRNQEGPGEMGKAVLIPKDDQEKMKELFKINQFNLMASDLIALNRSLPDVRLEGCKTKVYPDELPNTSVVIVFHNEAWSTLLRTVYSVINRSPHYLLSEVILVDDASERDFLKLTLENYVKTLEVPVKIIRMEERSGLIRARLRGAAASKGQVITFLDAHCECTLGWLEPLLARIKEDRKTVVCPIIDVISDDTFEYMAGSDMTYGGFNWKLNFRWYPVPQREMDRRKGDRTLPVRTPTMAGGLFSIDRN.... Result: 0 (no interaction).